From a dataset of Reaction yield outcomes from USPTO patents with 853,638 reactions. Predict the reaction yield, written as a fraction of the theoretical maximum amount of product (1.0 means a 100% yield; for example, 0.34 means a 34% yield). (1) The reactants are Br[C:2]1[CH:3]=[C:4]([N:8]2[C:16]3[C:11](=[CH:12][C:13]([O:17][C@H:18]([C:28]4[CH:29]=[N:30][C:31]([O:34][CH3:35])=[CH:32][CH:33]=4)[C@@H:19]([NH:21][C:22](=[O:27])[C:23]([F:26])([F:25])[CH3:24])[CH3:20])=[CH:14][CH:15]=3)[CH:10]=[N:9]2)[CH:5]=[CH:6][CH:7]=1.[NH2:36][CH:37]1[CH2:41][CH2:40][O:39][CH2:38]1.F[B-](F)(F)F.C([PH+](C(C)(C)C)C(C)(C)C)(C)(C)C.C1C[O:63][CH2:62]C1. The catalyst is CC1C(P(C2C([CH2-])=CC=CC=2)C2C(C)=CC=CC=2)=CC=CC=1.CC1C(P(C2C([CH2-])=CC=CC=2)C2C(C)=CC=CC=2)=CC=CC=1.CC(O)=O.CC(O)=O.[Pd].[Pd]. The product is [F:25][C:23]([F:26])([CH3:24])[C:22]([NH:21][C@@H:19]([CH3:20])[C@H:18]([O:17][C:13]1[CH:12]=[C:11]2[C:16](=[CH:15][CH:14]=1)[N:8]([C:4]1[CH:3]=[C:2]([CH:7]=[CH:6][CH:5]=1)[C:62]([NH:36][CH:37]1[CH2:41][CH2:40][O:39][CH2:38]1)=[O:63])[N:9]=[CH:10]2)[C:28]1[CH:29]=[N:30][C:31]([O:34][CH3:35])=[CH:32][CH:33]=1)=[O:27]. The yield is 0.300. (2) The reactants are [Cl:1][C:2]1[CH:3]=[CH:4][C:5]([S:9][CH3:10])=[C:6]([CH:8]=1)[NH2:7].[O:11]1[C:15]2[CH:16]=[CH:17][CH:18]=[CH:19][C:14]=2[CH:13]=[C:12]1[S:20](Cl)(=[O:22])=[O:21]. No catalyst specified. The product is [Cl:1][C:2]1[CH:3]=[CH:4][C:5]([S:9][CH3:10])=[C:6]([NH:7][S:20]([C:12]2[O:11][C:15]3[CH:16]=[CH:17][CH:18]=[CH:19][C:14]=3[CH:13]=2)(=[O:21])=[O:22])[CH:8]=1. The yield is 0.600. (3) The reactants are [CH3:1][N:2]([CH3:9])[CH:3]1[CH2:8][CH2:7][NH:6][CH2:5][CH2:4]1.[Br:10][C:11]1[N:12]=[N:13][C:14](Br)=[CH:15][CH:16]=1.C(N(CC)CC)C. The catalyst is C1COCC1. The product is [Br:10][C:11]1[N:12]=[N:13][C:14]([N:6]2[CH2:7][CH2:8][CH:3]([N:2]([CH3:9])[CH3:1])[CH2:4][CH2:5]2)=[CH:15][CH:16]=1. The yield is 0.898. (4) The reactants are OC1O[C@H](C)[C@H](O)C[C@H]1O.[C:11]([C:13]1[CH:18]=[CH:17][C:16]([OH:19])=[CH:15][CH:14]=1)#[N:12].C([O-])([O-])=O.[K+].[K+].[F:26][C:27]1[CH:28]=[C:29]([CH:32]=[CH:33][CH:34]=1)[CH2:30]Br. The catalyst is CC(C)=O. The product is [F:26][C:27]1[CH:28]=[C:29]([CH:32]=[CH:33][CH:34]=1)[CH2:30][O:19][C:16]1[CH:17]=[CH:18][C:13]([C:11]#[N:12])=[CH:14][CH:15]=1. The yield is 0.870.